Task: Predict the product of the given reaction.. Dataset: Forward reaction prediction with 1.9M reactions from USPTO patents (1976-2016) (1) Given the reactants [F:1][C:2]([F:22])([F:21])[C:3]1[CH:8]=[CH:7][CH:6]=[CH:5][C:4]=1[C:9]1[CH:14]=[CH:13][N:12]2[N:15]=[CH:16][C:17]([C:18](Cl)=[O:19])=[C:11]2[N:10]=1.[NH2:23][C:24]1[N:29]=[CH:28][CH:27]=[CH:26][N:25]=1.O, predict the reaction product. The product is: [N:25]1[CH:26]=[CH:27][CH:28]=[N:29][C:24]=1[NH:23][C:18]([C:17]1[CH:16]=[N:15][N:12]2[CH:13]=[CH:14][C:9]([C:4]3[CH:5]=[CH:6][CH:7]=[CH:8][C:3]=3[C:2]([F:22])([F:21])[F:1])=[N:10][C:11]=12)=[O:19]. (2) The product is: [CH:3]1([C:6]2[CH2:7][CH:8]([CH:14]3[CH2:19][CH2:18][N:17]([C:20]([O:22][CH2:23][C:24]4[CH:29]=[CH:28][CH:27]=[CH:26][CH:25]=4)=[O:21])[CH2:16][CH2:15]3)[C:9](=[O:10])[NH:1][N:2]=2)[CH2:5][CH2:4]1. Given the reactants [NH2:1][NH2:2].[CH:3]1([C:6](=O)[CH2:7][CH:8]([CH:14]2[CH2:19][CH2:18][N:17]([C:20]([O:22][CH2:23][C:24]3[CH:29]=[CH:28][CH:27]=[CH:26][CH:25]=3)=[O:21])[CH2:16][CH2:15]2)[C:9](OCC)=[O:10])[CH2:5][CH2:4]1, predict the reaction product. (3) Given the reactants [H-].[Na+].[O:3]1[CH2:8][CH2:7][CH:6]([OH:9])[CH2:5][CH2:4]1.Cl[C:11]1[N:18]=[C:17]([C:19]([F:22])([F:21])[F:20])[CH:16]=[CH:15][C:12]=1[C:13]#[N:14], predict the reaction product. The product is: [O:3]1[CH2:8][CH2:7][CH:6]([O:9][C:11]2[N:18]=[C:17]([C:19]([F:22])([F:20])[F:21])[CH:16]=[CH:15][C:12]=2[C:13]#[N:14])[CH2:5][CH2:4]1. (4) Given the reactants [CH3:1][C:2]([CH3:15])([CH3:14])/[CH:3]=[CH:4]/[C:5]1[O:9][N:8]=[C:7]([C:10]([OH:12])=O)[C:6]=1[CH3:13].[NH2:16][C:17]1[C:18](=[O:30])[N:19]([CH:24]2[CH2:29][CH2:28][CH2:27][CH2:26][CH2:25]2)[N:20]([CH3:23])[C:21]=1[CH3:22].CCN(C(C)C)C(C)C.CN(C(ON1N=NC2C=CC=NC1=2)=[N+](C)C)C.F[P-](F)(F)(F)(F)F, predict the reaction product. The product is: [CH:24]1([N:19]2[C:18](=[O:30])[C:17]([NH:16][C:10]([C:7]3[C:6]([CH3:13])=[C:5](/[CH:4]=[CH:3]/[C:2]([CH3:1])([CH3:15])[CH3:14])[O:9][N:8]=3)=[O:12])=[C:21]([CH3:22])[N:20]2[CH3:23])[CH2:25][CH2:26][CH2:27][CH2:28][CH2:29]1. (5) The product is: [CH3:1][C:2]([CH3:27])([CH3:26])[C:3]([O:5][CH2:6][N:7]1[CH:11]=[N:10][C:9]([C:12]2[CH:13]=[CH:14][C:15]([C:18]3[CH:23]=[CH:22][CH:21]=[C:20]([CH2:24][NH:28][CH:29]4[CH2:37][C:36]5[C:31](=[CH:32][CH:33]=[CH:34][CH:35]=5)[CH2:30]4)[CH:19]=3)=[CH:16][CH:17]=2)=[N:8]1)=[O:4]. Given the reactants [CH3:1][C:2]([CH3:27])([CH3:26])[C:3]([O:5][CH2:6][N:7]1[CH:11]=[N:10][C:9]([C:12]2[CH:17]=[CH:16][C:15]([C:18]3[CH:23]=[CH:22][CH:21]=[C:20]([CH:24]=O)[CH:19]=3)=[CH:14][CH:13]=2)=[N:8]1)=[O:4].[NH2:28][CH:29]1[CH2:37][C:36]2[C:31](=[CH:32][CH:33]=[CH:34][CH:35]=2)[CH2:30]1.C1COCC1.CO, predict the reaction product.